Dataset: Experimentally validated miRNA-target interactions with 360,000+ pairs, plus equal number of negative samples. Task: Binary Classification. Given a miRNA mature sequence and a target amino acid sequence, predict their likelihood of interaction. (1) Result: 0 (no interaction). The miRNA is hsa-miR-4650-5p with sequence UCAGGCCUCUUUCUACCUU. The protein sequence of the target gene is MKFLLLVLAALGFLTQVIPASAGGSKCVSNTPGYCRTCCHWGETALFMCNASRKCCISYSFLPKPDLPQLIGNHWQSRRRNTQRKDKKQQTTVTS. (2) The miRNA is mmu-miR-680 with sequence GGGCAUCUGCUGACAUGGGGG. The protein sequence of the target gene is MLAMDTCKHVGQLQLAQDHSSLNPQKWHCVDCNTTESIWACLSCSHVACGRYIEEHALKHFQESSHPVALEVNEMYVFCYLCDDYVLNDNTTGDLKLLRRTLSAIKSQNYHCTTRSGRFLRSMGTGDDSYFLHDGAQSLLQSEDQLYTALWHRRRILMGKIFRTWFEQSPIGRKKQEEPFQEKIVVKREVKKRRQELEYQVKAELESMPPRKSLRLQGLAQSTIIEIVSVQVPAQTPASPAKDKVLSTSENEISQKVSDSSVKRRPIVTPGVTGLRNLGNTCYMNSVLQVLSHLLIFRQC.... Result: 0 (no interaction). (3) The miRNA is hsa-miR-605-3p with sequence AGAAGGCACUAUGAGAUUUAGA. The protein sequence of the target gene is MRPRSALPRLLLPLLLLPAAGPAQFHGEKGISIPDHGFCQPISIPLCTDIAYNQTIMPNLLGHTNQEDAGLEVHQFYPLVKVQCSPELRFFLCSMYAPVCTVLEQAIPPCRSICERARQGCEALMNKFGFQWPERLRCEHFPRHGAEQICVGQNHSEDGAPALLTTAPPPGLQPGAGGTPGGPGGGGAPPRYATLEHPFHCPRVLKVPSYLSYKFLGERDCAAPCEPARPDGSMFFSQEETRFARLWILTWSVLCCASTFFTVTTYLVDMQRFRYPERPIIFLSGCYTMVSVAYIAGFVL.... Result: 0 (no interaction). (4) The miRNA is hsa-miR-4751 with sequence AGAGGACCCGUAGCUGCUAGAAGG. The protein sequence of the target gene is MVLPTVLILLLSWAAGLGGQYGNPLNKYIRHYEGLSYNVDSLHQKHQRAKRAVSHEDQFLLLDFHAHGRQFNLRMKRDTSLFSDEFKVETSNKVLDYDTSHIYTGHIYGEEGSFSHGSVIDGRFEGFIKTRGGTFYIEPAERYIKDRILPFHSVIYHEDDINYPHKYGPQGGCADHSVFERMRKYQMTGVEEGARAHPEKHAASSGPELLRKKRTTLAERNTCQLYIQTDHLFFKYYGTREAVIAQISSHVKAIDTIYQTTDFSGIRNISFMVKRIRINTTSDEKDPTNPFRFPNIGVEK.... Result: 0 (no interaction).